Task: Predict the reactants needed to synthesize the given product.. Dataset: Full USPTO retrosynthesis dataset with 1.9M reactions from patents (1976-2016) (1) Given the product [CH3:13][O:12][C:9]1[CH:10]=[C:11]2[C:6](=[CH:7][C:8]=1[O:14][CH3:15])[N:5]=[CH:4][CH:3]=[C:2]2[O:27][C:26]1[C:17]([OH:16])=[N:18][C:19]2[C:24]([CH:25]=1)=[CH:23][CH:22]=[CH:21][CH:20]=2, predict the reactants needed to synthesize it. The reactants are: Cl[C:2]1[C:11]2[C:6](=[CH:7][C:8]([O:14][CH3:15])=[C:9]([O:12][CH3:13])[CH:10]=2)[N:5]=[CH:4][CH:3]=1.[OH:16][C:17]1[C:26]([OH:27])=[CH:25][C:24]2[C:19](=[CH:20][CH:21]=[CH:22][CH:23]=2)[N:18]=1.O. (2) The reactants are: C([CH:4]([C:18](/[CH:20]=[CH:21]/[C:22]1[CH:30]=[C:27]([O:28][CH3:29])[C:25]([OH:26])=[CH:24][CH:23]=1)=[O:19])[C:5](=[O:17])/[CH:6]=[CH:7]/[C:8]1[CH:9]=[C:10]([C:13]([OH:16])=[CH:14][CH:15]=1)[O:11][CH3:12])C#C.[N:31]([CH2:34][CH2:35][O:36][CH2:37][CH2:38][O:39][CH2:40][CH2:41][OH:42])=[N+:32]=[N-:33].O=[C:44]1O[C@H]([C@H](CO)O)[C:47]([O-])=[C:45]1O.[Na+]. Given the product [CH3:29][O:28][C:27]1[C:25]([OH:26])=[CH:24][CH:23]=[C:22](/[CH:21]=[CH:20]/[C:18]([CH2:4][C:5](/[CH:6]=[CH:7]/[C:8]2[CH:9]=[C:10]([O:11][CH3:12])[C:13]([OH:16])=[CH:14][CH:15]=2)=[O:17])=[O:19])[CH:30]=1.[CH2:44]=[C:45]1[CH2:47][N:31]([CH2:34][CH2:35][O:36][CH2:37][CH2:38][O:39][CH2:40][CH2:41][OH:42])[N:32]=[N:33]1, predict the reactants needed to synthesize it.